Dataset: TCR-epitope binding with 47,182 pairs between 192 epitopes and 23,139 TCRs. Task: Binary Classification. Given a T-cell receptor sequence (or CDR3 region) and an epitope sequence, predict whether binding occurs between them. (1) The epitope is KLNVGDYFV. The TCR CDR3 sequence is CSVGWRQNTEAFF. Result: 1 (the TCR binds to the epitope). (2) The epitope is YVLDHLIVV. The TCR CDR3 sequence is CALSRGPMNTEAFF. Result: 0 (the TCR does not bind to the epitope). (3) The epitope is YLNTLTLAV. The TCR CDR3 sequence is CASSHTTYEQYF. Result: 1 (the TCR binds to the epitope). (4) The epitope is FIAGLIAIV. The TCR CDR3 sequence is CASSLGVRDNEQFF. Result: 0 (the TCR does not bind to the epitope). (5) The epitope is KTWGQYWQV. The TCR CDR3 sequence is CASSLRGDTQYF. Result: 0 (the TCR does not bind to the epitope). (6) The epitope is NLSALGIFST. The TCR CDR3 sequence is CASSPLGGSYNEQFF. Result: 1 (the TCR binds to the epitope). (7) The epitope is NEGVKAAW. The TCR CDR3 sequence is CAISEAWDGPQETQYF. Result: 0 (the TCR does not bind to the epitope). (8) The epitope is GLCTLVAML. The TCR CDR3 sequence is CASSELGVGANVLTF. Result: 0 (the TCR does not bind to the epitope). (9) The epitope is GTHWFVTQR. The TCR CDR3 sequence is CASSGGGGEKLFF. Result: 0 (the TCR does not bind to the epitope). (10) The epitope is FVDGVPFVV. The TCR CDR3 sequence is CASSEMNTGELFF. Result: 0 (the TCR does not bind to the epitope).